The task is: Predict the reactants needed to synthesize the given product.. This data is from Retrosynthesis with 50K atom-mapped reactions and 10 reaction types from USPTO. (1) Given the product O=[N+]([O-])c1cc2c(NCc3ccc4c(c3)OCO4)nc(-n3ccnc3)nc2s1, predict the reactants needed to synthesize it. The reactants are: O=[N+]([O-])c1cc2c(NCc3ccc4c(c3)OCO4)nc(Cl)nc2s1.c1c[nH]cn1. (2) Given the product Brc1cccc(C2CC2)c1, predict the reactants needed to synthesize it. The reactants are: C=Cc1cccc(Br)c1.ICI. (3) Given the product CCOC(=O)Cc1csc2cc(OCc3cc(C(F)(F)F)nn3C)ccc12, predict the reactants needed to synthesize it. The reactants are: CCOC(=O)Cc1csc2cc(O)ccc12.Cn1nc(C(F)(F)F)cc1CO. (4) Given the product Fc1cccc(NC2CCCc3c2[nH]c2ccc(Br)cc32)c1, predict the reactants needed to synthesize it. The reactants are: Nc1cccc(F)c1.O=C1CCCc2c1[nH]c1ccc(Br)cc21. (5) Given the product Cn1nc(NC(=O)C(F)(F)F)c2cccc(Br)c21, predict the reactants needed to synthesize it. The reactants are: Cn1nc(N)c2cccc(Br)c21.O=C(OC(=O)C(F)(F)F)C(F)(F)F. (6) Given the product COc1ccc([C@H]2SC=C(c3ccccc3)N(CCN(C)C)C(=O)[C@H]2O)cc1, predict the reactants needed to synthesize it. The reactants are: COc1ccc([C@H]2SC=C(c3ccccc3)N(CCN(C)C)C(=O)[C@H]2OC(C)=O)cc1. (7) Given the product COc1cccc(-c2cnc(N)cn2)c1, predict the reactants needed to synthesize it. The reactants are: COc1cccc(B(O)O)c1.Nc1cnc(Br)cn1. (8) Given the product CC1CCCCCCCC(=O)OCCCCC1, predict the reactants needed to synthesize it. The reactants are: CC1=CCCCCCCC(=O)OCCCCC1. (9) Given the product NCCn1ccc2cc(F)c(Cl)cc21, predict the reactants needed to synthesize it. The reactants are: Fc1cc2cc[nH]c2cc1Cl.NCCCl. (10) Given the product O=C(Nc1c[nH]nc1-c1nc2cc(CN3CCOCC3)ccc2[nH]1)c1c(Cl)cccc1Cl, predict the reactants needed to synthesize it. The reactants are: Nc1ccc(CN2CCOCC2)cc1N.O=C(O)c1n[nH]cc1NC(=O)c1c(Cl)cccc1Cl.